From a dataset of Full USPTO retrosynthesis dataset with 1.9M reactions from patents (1976-2016). Predict the reactants needed to synthesize the given product. Given the product [Cl:1][C:2]1[CH:3]=[C:4]([N:8]([CH2:9][C:10]2[C:19]3[C:14](=[C:15]([F:20])[CH:16]=[CH:17][CH:18]=3)[NH:13][C:12](=[O:21])[CH:11]=2)[C:28](=[O:29])[C:23]2[CH:24]=[CH:25][CH:26]=[CH:27][N:22]=2)[CH:5]=[CH:6][CH:7]=1, predict the reactants needed to synthesize it. The reactants are: [Cl:1][C:2]1[CH:3]=[C:4]([NH:8][CH2:9][C:10]2[C:19]3[C:14](=[C:15]([F:20])[CH:16]=[CH:17][CH:18]=3)[NH:13][C:12](=[O:21])[CH:11]=2)[CH:5]=[CH:6][CH:7]=1.[N:22]1[CH:27]=[CH:26][CH:25]=[CH:24][C:23]=1[C:28](O)=[O:29].